Dataset: Forward reaction prediction with 1.9M reactions from USPTO patents (1976-2016). Task: Predict the product of the given reaction. Given the reactants [NH2:1][C@H:2]([C:6]1[CH:11]=[CH:10][CH:9]=[CH:8][CH:7]=1)[C:3]([OH:5])=[O:4].[OH-].[Na+].O.Cl[C:16]([O:18][CH3:19])=[O:17], predict the reaction product. The product is: [CH3:19][O:18][C:16]([NH:1][C@H:2]([C:6]1[CH:11]=[CH:10][CH:9]=[CH:8][CH:7]=1)[C:3]([OH:5])=[O:4])=[O:17].